Dataset: Full USPTO retrosynthesis dataset with 1.9M reactions from patents (1976-2016). Task: Predict the reactants needed to synthesize the given product. (1) Given the product [F:1][C:2]1[CH:10]=[CH:9][C:5]([C:6]([N:38]([O:37][CH3:33])[CH3:39])=[O:7])=[CH:4][CH:3]=1, predict the reactants needed to synthesize it. The reactants are: [F:1][C:2]1[CH:10]=[CH:9][C:5]([C:6](O)=[O:7])=[CH:4][CH:3]=1.C(N(C(C)C)CC)(C)C.C1C=CC2N(O)N=NC=2C=1.CN([C:33]([O:37][N:38]1N=NC2C=CC=C[C:39]1=2)=[N+](C)C)C.F[P-](F)(F)(F)(F)F.Cl.CNOC. (2) Given the product [CH3:3][O:4][C:5](=[O:35])[CH2:6][C@H:7]1[C:11]2[CH:12]=[CH:13][C:14]([O:16][C@H:17]3[C:25]4[C:20](=[C:21]([C:26]5[C:31]([CH3:32])=[CH:30][C:29]([O:33][CH3:36])=[CH:28][C:27]=5[CH3:34])[CH:22]=[CH:23][CH:24]=4)[CH2:19][CH2:18]3)=[CH:15][C:10]=2[O:9][CH2:8]1, predict the reactants needed to synthesize it. The reactants are: IC.[CH3:3][O:4][C:5](=[O:35])[CH2:6][C@H:7]1[C:11]2[CH:12]=[CH:13][C:14]([O:16][C@H:17]3[C:25]4[C:20](=[C:21]([C:26]5[C:31]([CH3:32])=[CH:30][C:29]([OH:33])=[CH:28][C:27]=5[CH3:34])[CH:22]=[CH:23][CH:24]=4)[CH2:19][CH2:18]3)=[CH:15][C:10]=2[O:9][CH2:8]1.[C:36]([O-])([O-])=O.[K+].[K+].CN(C)C=O. (3) Given the product [C:8]1([CH2:7][CH2:6][CH:5]([OH:14])[CH2:1][CH3:2])[CH:13]=[CH:12][CH:11]=[CH:10][CH:9]=1, predict the reactants needed to synthesize it. The reactants are: [CH2:1]([Mg]Br)[CH3:2].[CH:5](=[O:14])[CH2:6][CH2:7][C:8]1[CH:13]=[CH:12][CH:11]=[CH:10][CH:9]=1.Cl. (4) Given the product [CH3:23][NH:24][S:25]([C:28]1[CH:29]=[C:30]2[C:34](=[CH:35][CH:36]=1)[NH:33][C:32](=[O:37])/[C:31]/2=[CH:21]\[C:13]1[NH:14][C:15]2[CH2:16][CH2:17][CH2:18][CH2:19][C:20]=2[C:12]=1[CH2:11][CH2:10][CH2:9][N:6]1[CH2:5][CH2:4][N:3]([CH:1]=[O:2])[CH2:8][CH2:7]1)(=[O:27])=[O:26], predict the reactants needed to synthesize it. The reactants are: [CH:1]([N:3]1[CH2:8][CH2:7][N:6]([CH2:9][CH2:10][CH2:11][C:12]2[C:20]3[CH2:19][CH2:18][CH2:17][CH2:16][C:15]=3[NH:14][C:13]=2[CH:21]=O)[CH2:5][CH2:4]1)=[O:2].[CH3:23][NH:24][S:25]([C:28]1[CH:29]=[C:30]2[C:34](=[CH:35][CH:36]=1)[NH:33][C:32](=[O:37])[CH2:31]2)(=[O:27])=[O:26]. (5) Given the product [ClH:1].[I:30][C:13]1[CH:12]=[CH:11][C:10]([N:7]2[CH2:6][CH2:5][CH:4]([N:3]([CH3:29])[CH3:2])[CH2:9][CH2:8]2)=[C:19]2[C:14]=1[CH:15]=[C:16]([S:20]([C:23]1[CH:28]=[CH:27][CH:26]=[CH:25][CH:24]=1)(=[O:21])=[O:22])[CH:17]=[N:18]2, predict the reactants needed to synthesize it. The reactants are: [ClH:1].[CH3:2][N:3]([CH3:29])[CH:4]1[CH2:9][CH2:8][N:7]([C:10]2[CH:11]=[CH:12][CH:13]=[C:14]3[C:19]=2[N:18]=[CH:17][C:16]([S:20]([C:23]2[CH:28]=[CH:27][CH:26]=[CH:25][CH:24]=2)(=[O:22])=[O:21])=[CH:15]3)[CH2:6][CH2:5]1.[I:30]N1C(=O)CCC1=O. (6) Given the product [N:10]([CH2:30][C@H:29]([CH3:32])[C@H:28]([C@H:33]1[CH2:37][O:36][C:35]([CH3:39])([CH3:38])[N:34]1[C:40]([O:42][C:43]([CH3:46])([CH3:45])[CH3:44])=[O:41])[O:27][Si:20]([C:23]([CH3:26])([CH3:25])[CH3:24])([CH3:22])[CH3:21])=[N+:11]=[N-:12], predict the reactants needed to synthesize it. The reactants are: C1C=CC(OP(OC2C=CC=CC=2)([N:10]=[N+:11]=[N-:12])=O)=CC=1.[Si:20]([O:27][C@@H:28]([C@H:33]1[CH2:37][O:36][C:35]([CH3:39])([CH3:38])[N:34]1[C:40]([O:42][C:43]([CH3:46])([CH3:45])[CH3:44])=[O:41])[C@@H:29]([CH3:32])[CH2:30]O)([C:23]([CH3:26])([CH3:25])[CH3:24])([CH3:22])[CH3:21].N(C(OC(C)C)=O)=NC(OC(C)C)=O.C1C=CC(P(C2C=CC=CC=2)C2C=CC=CC=2)=CC=1. (7) Given the product [CH3:1][O:2][C:3](=[O:15])[C:4](=[O:14])[CH:5]([Cl:13])[C:6]1[CH:11]=[C:10]([CH3:16])[CH:9]=[CH:8][CH:7]=1, predict the reactants needed to synthesize it. The reactants are: [CH3:1][O:2][C:3](=[O:15])[C:4](=[O:14])[CH:5]([Cl:13])[C:6]1[CH:11]=[CH:10][C:9](F)=[CH:8][CH:7]=1.[CH3:16]C1C=C(C=CC=1)C=O.FC1C=CC(C=O)=CC=1. (8) The reactants are: [Cl:1][C:2]1[N:10]=[C:9]2[C:5]([N:6]=[CH:7][NH:8]2)=[C:4]([N:11]2[CH2:15][CH2:14][C:13]([F:17])([F:16])[CH2:12]2)[N:3]=1.[H-].[Na+].[CH2:20](Br)[C:21]1[CH:26]=[CH:25][CH:24]=[CH:23][CH:22]=1. Given the product [CH2:20]([N:8]1[CH:7]=[N:6][C:5]2[C:9]1=[N:10][C:2]([Cl:1])=[N:3][C:4]=2[N:11]1[CH2:15][CH2:14][C:13]([F:17])([F:16])[CH2:12]1)[C:21]1[CH:26]=[CH:25][CH:24]=[CH:23][CH:22]=1, predict the reactants needed to synthesize it. (9) The reactants are: Cl[C:2]1[C:3]2[N:10]([CH3:11])[C:9]([Cl:12])=[CH:8][C:4]=2[N:5]=[CH:6][N:7]=1.[NH2:13][C:14]1[CH:31]=[CH:30][C:17]([O:18][C:19]2[C:24]3[CH:25]=[C:26]([C:28]#[N:29])[O:27][C:23]=3[CH:22]=[CH:21][CH:20]=2)=[C:16]([Cl:32])[CH:15]=1.C(=O)([O-])O.[Na+]. Given the product [Cl:32][C:16]1[CH:15]=[C:14]([NH:13][C:2]2[C:3]3[N:10]([CH3:11])[C:9]([Cl:12])=[CH:8][C:4]=3[N:5]=[CH:6][N:7]=2)[CH:31]=[CH:30][C:17]=1[O:18][C:19]1[C:24]2[CH:25]=[C:26]([C:28]#[N:29])[O:27][C:23]=2[CH:22]=[CH:21][CH:20]=1, predict the reactants needed to synthesize it.